This data is from Forward reaction prediction with 1.9M reactions from USPTO patents (1976-2016). The task is: Predict the product of the given reaction. (1) Given the reactants [Cl:1][C:2]1[CH:19]=[C:18]([O:20][CH2:21][CH:22]=[C:23]([Cl:25])[Cl:24])[CH:17]=[C:16]([Cl:26])[C:3]=1[O:4][CH2:5][CH2:6][CH2:7][CH2:8][CH2:9][O:10][CH2:11][C:12](=[N:14][OH:15])[CH3:13].S(=O)(=O)(O)O.[CH2:32]=[C:33]([CH3:35])[CH3:34].C(=O)([O-])O.[Na+], predict the reaction product. The product is: [C:33]([O:15][N:14]=[C:12]([CH2:11][O:10][CH2:9][CH2:8][CH2:7][CH2:6][CH2:5][O:4][C:3]1[C:2]([Cl:1])=[CH:19][C:18]([O:20][CH2:21][CH:22]=[C:23]([Cl:25])[Cl:24])=[CH:17][C:16]=1[Cl:26])[CH3:13])([CH3:35])([CH3:34])[CH3:32]. (2) Given the reactants Br[C:2]1[N:3]=[C:4]([CH3:27])[N:5]([C:7]2[N:12]=[C:11]([C:13]([F:16])([F:15])[F:14])[CH:10]=[C:9]([C:17]3[CH:22]=[CH:21][C:20]([C:23]([F:26])([F:25])[F:24])=[CH:19][CH:18]=3)[N:8]=2)[CH:6]=1.[NH2:28][C:29]1[CH:34]=[CH:33][C:32](B2OC(C)(C)C(C)(C)O2)=[CH:31][N:30]=1, predict the reaction product. The product is: [CH3:27][C:4]1[N:5]([C:7]2[N:12]=[C:11]([C:13]([F:16])([F:14])[F:15])[CH:10]=[C:9]([C:17]3[CH:18]=[CH:19][C:20]([C:23]([F:25])([F:24])[F:26])=[CH:21][CH:22]=3)[N:8]=2)[CH:6]=[C:2]([C:32]2[CH:33]=[CH:34][C:29]([NH2:28])=[N:30][CH:31]=2)[N:3]=1.